From a dataset of Full USPTO retrosynthesis dataset with 1.9M reactions from patents (1976-2016). Predict the reactants needed to synthesize the given product. (1) The reactants are: [NH2:1][C:2]1[Se:3][C:4]([CH3:15])=[C:5]([C:9]2[CH:14]=[CH:13][CH:12]=[CH:11][CH:10]=2)[C:6]=1[C:7]#[N:8].C[N:17]([CH:19](OC)OC)C.[Cl:24][C:25]1[CH:26]=[C:27]([CH:29]=[CH:30][C:31]=1[F:32])N.[K+].[Br-]. Given the product [Cl:24][C:25]1[CH:26]=[C:27]([NH:8][C:7]2[C:6]3[C:5]([C:9]4[CH:10]=[CH:11][CH:12]=[CH:13][CH:14]=4)=[C:4]([CH3:15])[Se:3][C:2]=3[N:1]=[CH:19][N:17]=2)[CH:29]=[CH:30][C:31]=1[F:32], predict the reactants needed to synthesize it. (2) The reactants are: C[O:2][C:3]([C:5]1[CH:6]=[CH:7][C:8]2[N:9]([C:11]([C:14]3[C:15]([C:20]4[CH:25]=[CH:24][CH:23]=[CH:22][CH:21]=4)=[N:16][O:17][C:18]=3[CH3:19])=[N:12][CH:13]=2)[CH:10]=1)=[O:4].O.[OH-].[Li+]. Given the product [CH3:19][C:18]1[O:17][N:16]=[C:15]([C:20]2[CH:21]=[CH:22][CH:23]=[CH:24][CH:25]=2)[C:14]=1[C:11]1[N:9]2[CH:10]=[C:5]([C:3]([OH:4])=[O:2])[CH:6]=[CH:7][C:8]2=[CH:13][N:12]=1, predict the reactants needed to synthesize it. (3) Given the product [Br:20][C:12]1[C:2]([Br:1])=[CH:3][C:4]2[NH:9][C:8](=[O:10])[CH2:7][O:6][C:5]=2[N:11]=1, predict the reactants needed to synthesize it. The reactants are: [Br:1][C:2]1[CH:12]=[N:11][C:5]2[O:6][CH2:7][C:8](=[O:10])[NH:9][C:4]=2[CH:3]=1.C1C(=O)N([Br:20])C(=O)C1. (4) Given the product [CH3:25][N:2]([CH3:1])[C:3]1[C:4](=[O:24])[C:5]([CH2:11][CH2:12][CH2:13][CH2:14][CH2:15][CH2:16][CH2:17][CH2:18][CH2:19][CH2:20][CH2:21][CH2:22][CH3:23])=[C:6]([O:10][CH3:26])[C:7](=[O:9])[CH:8]=1, predict the reactants needed to synthesize it. The reactants are: [CH3:1][N:2]([CH3:25])[C:3]1[C:4](=[O:24])[C:5]([CH2:11][CH2:12][CH2:13][CH2:14][CH2:15][CH2:16][CH2:17][CH2:18][CH2:19][CH2:20][CH2:21][CH2:22][CH3:23])=[C:6]([OH:10])[C:7](=[O:9])[CH:8]=1.[C:26](=O)([O-])[O-].[K+].[K+].S(OC)(OC)(=O)=O. (5) Given the product [CH:1]([N:3]1[CH2:8][CH2:7][CH:6]([C:9]([N:11]2[CH2:17][C:16]3[CH:18]=[CH:19][C:20]([C:22]([NH:27][OH:28])=[O:23])=[CH:21][C:15]=3[O:14][CH2:13][C@@H:12]2[CH3:26])=[O:10])[CH2:5][CH2:4]1)=[O:2], predict the reactants needed to synthesize it. The reactants are: [CH:1]([N:3]1[CH2:8][CH2:7][CH:6]([C:9]([N:11]2[CH2:17][C:16]3[CH:18]=[CH:19][C:20]([C:22](OC)=[O:23])=[CH:21][C:15]=3[O:14][CH2:13][C@@H:12]2[CH3:26])=[O:10])[CH2:5][CH2:4]1)=[O:2].[NH2:27][OH:28].[OH-].[Na+]. (6) The reactants are: [C:1]1([CH:7]=[CH:8][CH:9]=O)[CH:6]=[CH:5][CH:4]=[CH:3][CH:2]=1.[CH3:11][NH2:12]. Given the product [CH3:11][N:12]=[CH:9][CH:8]=[CH:7][C:1]1[CH:6]=[CH:5][CH:4]=[CH:3][CH:2]=1, predict the reactants needed to synthesize it. (7) The reactants are: [C:1]([OH:9])(=O)[C:2]1[CH:7]=[CH:6][N:5]=[CH:4][CH:3]=1.C(N1C=CN=C1)(N1C=CN=C1)=O.[NH2:22][C:23]1[C:24]([OH:30])=[N:25][C:26]([Cl:29])=[N:27][CH:28]=1. Given the product [Cl:29][C:26]1[N:25]=[C:24]([OH:30])[C:23]([NH:22][C:1](=[O:9])[C:2]2[CH:3]=[CH:4][N:5]=[CH:6][CH:7]=2)=[CH:28][N:27]=1, predict the reactants needed to synthesize it.